From a dataset of Peptide-MHC class I binding affinity with 185,985 pairs from IEDB/IMGT. Regression. Given a peptide amino acid sequence and an MHC pseudo amino acid sequence, predict their binding affinity value. This is MHC class I binding data. (1) The MHC is Mamu-B03 with pseudo-sequence Mamu-B03. The peptide sequence is DDIDEEDD. The binding affinity (normalized) is 0. (2) The peptide sequence is GLNTFTNMEV. The MHC is HLA-A02:01 with pseudo-sequence HLA-A02:01. The binding affinity (normalized) is 0.876. (3) The peptide sequence is VTMFEALPH. The MHC is HLA-A11:01 with pseudo-sequence HLA-A11:01. The binding affinity (normalized) is 0.746. (4) The peptide sequence is KRLRLIHLLHQTI. The MHC is Mamu-B08 with pseudo-sequence Mamu-B08. The binding affinity (normalized) is 0.754. (5) The peptide sequence is TTGRLIWTL. The MHC is HLA-A02:01 with pseudo-sequence HLA-A02:01. The binding affinity (normalized) is 0.297. (6) The peptide sequence is IELPEKDSW. The MHC is HLA-B40:02 with pseudo-sequence HLA-B40:02. The binding affinity (normalized) is 0. (7) The peptide sequence is MIIGEPIIV. The MHC is HLA-A02:02 with pseudo-sequence HLA-A02:02. The binding affinity (normalized) is 0.401.